From a dataset of Reaction yield outcomes from USPTO patents with 853,638 reactions. Predict the reaction yield, written as a fraction of the theoretical maximum amount of product (1.0 means a 100% yield; for example, 0.34 means a 34% yield). (1) The reactants are [CH3:1][C:2]1[C:10]2[C:5](=[N:6][CH:7]=[C:8]([C:24]3[CH:29]=[CH:28][CH:27]=[CH:26][CH:25]=3)[C:9]=2[N:11]2[CH2:16][CH2:15][N:14](C(OC(C)(C)C)=O)[CH2:13][CH2:12]2)[NH:4][CH:3]=1.C(O)(C(F)(F)F)=O. The catalyst is C(Cl)Cl. The product is [CH3:1][C:2]1[C:10]2[C:5](=[N:6][CH:7]=[C:8]([C:24]3[CH:25]=[CH:26][CH:27]=[CH:28][CH:29]=3)[C:9]=2[N:11]2[CH2:12][CH2:13][NH:14][CH2:15][CH2:16]2)[NH:4][CH:3]=1. The yield is 0.964. (2) The reactants are [NH2:1][C:2]1[CH:7]=[C:6]([NH:8][CH2:9][CH:10]2[CH2:15][CH2:14][N:13]([C:16]([O:18][C:19]([CH3:22])([CH3:21])[CH3:20])=[O:17])[CH2:12][CH2:11]2)[C:5](Br)=[CH:4][N:3]=1.[CH3:24][O:25][C:26]1[CH:31]=[CH:30][C:29](B(O)O)=[CH:28][CH:27]=1.C(=O)([O-])[O-].[Na+].[Na+]. The catalyst is C(#N)C.C1C=CC([P]([Pd]([P](C2C=CC=CC=2)(C2C=CC=CC=2)C2C=CC=CC=2)([P](C2C=CC=CC=2)(C2C=CC=CC=2)C2C=CC=CC=2)[P](C2C=CC=CC=2)(C2C=CC=CC=2)C2C=CC=CC=2)(C2C=CC=CC=2)C2C=CC=CC=2)=CC=1. The product is [NH2:1][C:2]1[CH:7]=[C:6]([NH:8][CH2:9][CH:10]2[CH2:15][CH2:14][N:13]([C:16]([O:18][C:19]([CH3:22])([CH3:21])[CH3:20])=[O:17])[CH2:12][CH2:11]2)[C:5]([C:29]2[CH:30]=[CH:31][C:26]([O:25][CH3:24])=[CH:27][CH:28]=2)=[CH:4][N:3]=1. The yield is 0.750. (3) The catalyst is C(Cl)Cl. The reactants are [CH3:1][C:2]1[S:3][C:4]([C:10]2[CH:15]=[CH:14][CH:13]=[CH:12][CH:11]=2)=[C:5]([C:7]([OH:9])=O)[N:6]=1.C(Cl)(=O)C(Cl)=O.CN(C=O)C.[F:27][C:28]1[N:32]2[CH:33]=[CH:34][CH:35]=[C:36]([CH3:37])[C:31]2=[N:30][C:29]=1[CH2:38][C@@H:39]1[CH2:44][CH2:43][CH2:42][CH2:41][NH:40]1. The yield is 0.441. The product is [F:27][C:28]1[N:32]2[CH:33]=[CH:34][CH:35]=[C:36]([CH3:37])[C:31]2=[N:30][C:29]=1[CH2:38][C@@H:39]1[CH2:44][CH2:43][CH2:42][CH2:41][N:40]1[C:7]([C:5]1[N:6]=[C:2]([CH3:1])[S:3][C:4]=1[C:10]1[CH:15]=[CH:14][CH:13]=[CH:12][CH:11]=1)=[O:9]. (4) The reactants are [N+:1]([C:4]1[C:9](=O)[NH:8][CH:7]=[C:6]([C:11]2[C:16]([C:17]([F:20])([F:19])[F:18])=[CH:15][CH:14]=[CH:13][N:12]=2)[CH:5]=1)([O-:3])=[O:2].S(Cl)([Cl:23])=O. The catalyst is CN(C=O)C. The product is [Cl:23][C:9]1[N:8]=[CH:7][C:6]([C:11]2[C:16]([C:17]([F:20])([F:19])[F:18])=[CH:15][CH:14]=[CH:13][N:12]=2)=[CH:5][C:4]=1[N+:1]([O-:3])=[O:2]. The yield is 0.930. (5) The reactants are FC(F)(F)C(O)=O.[NH2:8][C:9]1[CH:17]=[C:16]2[C:12]([CH:13]=[C:14]([C:25]([O:27][CH3:28])=[O:26])[N:15]2C(OC(C)(C)C)=O)=[CH:11][CH:10]=1. The catalyst is ClCCl. The product is [NH2:8][C:9]1[CH:17]=[C:16]2[C:12]([CH:13]=[C:14]([C:25]([O:27][CH3:28])=[O:26])[NH:15]2)=[CH:11][CH:10]=1. The yield is 0.810. (6) The reactants are CC([S@]([NH:7][C@H:8]1[C:17]2[C:12](=[C:13]([O:18][CH2:19][C:20]([F:23])([F:22])[F:21])[CH:14]=[CH:15][CH:16]=2)[CH2:11][CH2:10][CH2:9]1)=O)(C)C. The catalyst is C(Cl)Cl.O1CCOCC1.Cl. The product is [F:21][C:20]([F:22])([F:23])[CH2:19][O:18][C:13]1[CH:14]=[CH:15][CH:16]=[C:17]2[C:12]=1[CH2:11][CH2:10][CH2:9][C@H:8]2[NH2:7]. The yield is 0.860. (7) No catalyst specified. The product is [F:1][C:2]1[C:3]([NH:20][C:21]2[CH:26]=[CH:25][C:24]([I:27])=[CH:23][C:22]=2[F:28])=[C:4]([CH:12]=[C:13]([CH2:16][N:17]([O:18][CH3:19])[C:29](=[O:32])[CH2:30][CH3:31])[C:14]=1[F:15])[C:5]([NH:7][O:8][CH2:9][CH2:10][OH:11])=[O:6]. The yield is 0.310. The reactants are [F:1][C:2]1[C:3]([NH:20][C:21]2[CH:26]=[CH:25][C:24]([I:27])=[CH:23][C:22]=2[F:28])=[C:4]([CH:12]=[C:13]([CH2:16][NH:17][O:18][CH3:19])[C:14]=1[F:15])[C:5]([NH:7][O:8][CH2:9][CH2:10][OH:11])=[O:6].[C:29](ON1C(=O)C2C=CC=CC=2N=N1)(=[O:32])[CH2:30][CH3:31].C(O)(=O)CC. (8) The reactants are [CH2:1]([OH:13])[CH2:2][CH2:3][CH2:4][CH2:5][CH2:6][CH2:7][CH2:8][CH2:9][CH2:10][CH2:11][CH3:12].[C:14](OCC)(=[O:18])[CH:15]([CH3:17])[OH:16]. No catalyst specified. The product is [C:14]([O:13][CH2:1][CH2:2][CH2:3][CH2:4][CH2:5][CH2:6][CH2:7][CH2:8][CH2:9][CH2:10][CH2:11][CH3:12])(=[O:18])[CH:15]([CH3:17])[OH:16]. The yield is 0.800.